This data is from Forward reaction prediction with 1.9M reactions from USPTO patents (1976-2016). The task is: Predict the product of the given reaction. (1) Given the reactants [ClH:1].[O:2]=[C:3]1[NH:9][C:8]2[C:10]([C:14]3[CH:19]=[CH:18][CH:17]=[CH:16][CH:15]=3)=[CH:11][CH:12]=[CH:13][C:7]=2[O:6][CH2:5][C@@H:4]1[NH:20]C(=O)OC(C)(C)C.C(OC(C)C)(C)C, predict the reaction product. The product is: [ClH:1].[NH2:20][C@@H:4]1[C:3](=[O:2])[NH:9][C:8]2[C:10]([C:14]3[CH:15]=[CH:16][CH:17]=[CH:18][CH:19]=3)=[CH:11][CH:12]=[CH:13][C:7]=2[O:6][CH2:5]1. (2) Given the reactants [H-].[Na+].[CH3:3][N:4]([CH:6](O)[CH2:7][CH3:8])[CH3:5].[NH2:10][C:11]1[CH:12]=[CH:13][C:14]([C:17]2[N:22]=[C:21]([NH:23][CH2:24][C:25]([F:28])([F:27])[F:26])[C:20]([C:29]3[C:34]([F:35])=[CH:33][C:32](F)=[CH:31][C:30]=3[F:37])=[C:19]([Cl:38])[N:18]=2)=[N:15][CH:16]=1.C(OCC)(=[O:41])C, predict the reaction product. The product is: [NH2:10][C:11]1[CH:12]=[CH:13][C:14]([C:17]2[N:22]=[C:21]([NH:23][CH2:24][C:25]([F:28])([F:27])[F:26])[C:20]([C:29]3[C:34]([F:35])=[CH:33][C:32]([O:41][CH2:8][CH2:7][CH2:6][N:4]([CH3:5])[CH3:3])=[CH:31][C:30]=3[F:37])=[C:19]([Cl:38])[N:18]=2)=[N:15][CH:16]=1. (3) Given the reactants [F:1][C:2]1[CH:3]=[C:4]([NH:12][C:13]([CH3:19])([CH3:18])[C:14]([O:16]C)=O)[CH:5]=[CH:6][C:7]=1[C:8](=[O:11])[NH:9][CH3:10].[N:20]([C:23]1[CH:30]=[CH:29][C:26]([C:27]#[N:28])=[C:25]([C:31]([F:34])([F:33])[F:32])[CH:24]=1)=[C:21]=[S:22].CS(C)=O.C(OC(C)C)(=O)C, predict the reaction product. The product is: [CH3:18][C:13]1([CH3:19])[N:12]([C:4]2[CH:5]=[CH:6][C:7]([C:8]([NH:9][CH3:10])=[O:11])=[C:2]([F:1])[CH:3]=2)[C:21](=[S:22])[N:20]([C:23]2[CH:30]=[CH:29][C:26]([C:27]#[N:28])=[C:25]([C:31]([F:32])([F:33])[F:34])[CH:24]=2)[C:14]1=[O:16]. (4) Given the reactants C(Cl)CCl.[C:5]([O:9][C:10]([NH:12][CH:13]([C:17]1[CH:22]=[CH:21][CH:20]=[C:19]([C:23]([F:26])([F:25])[F:24])[CH:18]=1)[C:14](O)=[O:15])=[O:11])([CH3:8])([CH3:7])[CH3:6].C1C=CC2N(O)N=NC=2C=1.Cl.[NH2:38][CH2:39][CH2:40][C:41]([NH2:43])=[O:42].CCN(C(C)C)C(C)C, predict the reaction product. The product is: [NH2:43][C:41](=[O:42])[CH2:40][CH2:39][NH:38][C:14](=[O:15])[CH:13]([NH:12][C:10](=[O:11])[O:9][C:5]([CH3:8])([CH3:6])[CH3:7])[C:17]1[CH:22]=[CH:21][CH:20]=[C:19]([C:23]([F:24])([F:25])[F:26])[CH:18]=1. (5) Given the reactants [Br:1][C:2]1[CH:3]=[CH:4][C:5]2[N:6]([C:8](I)=[CH:9][N:10]=2)[N:7]=1.C(N(CC)CC)C.[CH2:19]([OH:22])[C:20]#[CH:21], predict the reaction product. The product is: [Br:1][C:2]1[CH:3]=[CH:4][C:5]2[N:6]([C:8]([C:21]#[C:20][CH2:19][OH:22])=[CH:9][N:10]=2)[N:7]=1. (6) Given the reactants [CH3:1][S:2]([C:5]1[CH:22]=[CH:21][C:8](/[CH:9]=[C:10]2/[C:11](=O)[CH2:12][CH2:13][C:14]3[C:19]/2=[CH:18][CH:17]=[CH:16][CH:15]=3)=[CH:7][CH:6]=1)(=[O:4])=[O:3].O.[NH2:24][NH2:25], predict the reaction product. The product is: [CH3:1][S:2]([C:5]1[CH:22]=[CH:21][C:8]([C:9]2[NH:24][N:25]=[C:11]3[C:10]=2[C:19]2[CH:18]=[CH:17][CH:16]=[CH:15][C:14]=2[CH2:13][CH2:12]3)=[CH:7][CH:6]=1)(=[O:4])=[O:3]. (7) Given the reactants [F:1][C:2]1[CH:10]=[CH:9][C:8]([F:11])=[CH:7][C:3]=1[C:4](Cl)=[O:5].[OH:12][CH2:13][CH:14]1[NH:19][CH2:18][CH2:17][N:16]([C:20]([O:22][C:23]([CH3:26])([CH3:25])[CH3:24])=[O:21])[CH2:15]1.C(N(CC)CC)C.O, predict the reaction product. The product is: [F:1][C:2]1[CH:10]=[CH:9][C:8]([F:11])=[CH:7][C:3]=1[C:4]([N:19]1[CH2:18][CH2:17][N:16]([C:20]([O:22][C:23]([CH3:24])([CH3:25])[CH3:26])=[O:21])[CH2:15][CH:14]1[CH2:13][OH:12])=[O:5]. (8) Given the reactants [CH2:1]([N:5]1[C:13]2[N:12]=[C:11]([Cl:14])[N:10](CC=C)[C:9]=2[C:8](=[O:18])[N:7]([CH2:19][CH2:20][CH2:21][N:22]2[CH:26]=[N:25][C:24]([CH2:27][C:28]3[CH:33]=[CH:32][CH:31]=[CH:30][CH:29]=3)=[N:23]2)[C:6]1=[O:34])[CH2:2][CH2:3][CH3:4].N1CCOCC1.CO, predict the reaction product. The product is: [CH2:1]([N:5]1[C:13]2[N:12]=[C:11]([Cl:14])[NH:10][C:9]=2[C:8](=[O:18])[N:7]([CH2:19][CH2:20][CH2:21][N:22]2[CH:26]=[N:25][C:24]([CH2:27][C:28]3[CH:33]=[CH:32][CH:31]=[CH:30][CH:29]=3)=[N:23]2)[C:6]1=[O:34])[CH2:2][CH2:3][CH3:4]. (9) Given the reactants [Br:1][C:2]1[CH:26]=[CH:25][C:5]([O:6][C:7]2[CH:24]=[CH:23][C:10]([CH2:11][NH:12][C:13]3[CH:18]=[CH:17][CH:16]=[C:15]([N+:19]([O-:21])=[O:20])[C:14]=3[CH3:22])=[CH:9][CH:8]=2)=[CH:4][CH:3]=1.[CH2:27](Br)[C:28]1[CH:33]=[CH:32][CH:31]=[CH:30][CH:29]=1, predict the reaction product. The product is: [CH2:27]([N:12]([CH2:11][C:10]1[CH:23]=[CH:24][C:7]([O:6][C:5]2[CH:25]=[CH:26][C:2]([Br:1])=[CH:3][CH:4]=2)=[CH:8][CH:9]=1)[C:13]1[CH:18]=[CH:17][CH:16]=[C:15]([N+:19]([O-:21])=[O:20])[C:14]=1[CH3:22])[C:28]1[CH:33]=[CH:32][CH:31]=[CH:30][CH:29]=1.